From a dataset of Catalyst prediction with 721,799 reactions and 888 catalyst types from USPTO. Predict which catalyst facilitates the given reaction. (1) Reactant: CS(C)=O.[CH3:5][C:6]1[CH:7]=[C:8]([OH:19])[C:9]([C:13]2[N:18]=[CH:17][CH:16]=[CH:15][N:14]=2)=[N:10][C:11]=1[CH3:12].Cl[C:21]1[C:30]2[C:25](=[CH:26][C:27]([O:33][CH3:34])=[C:28]([O:31][CH3:32])[CH:29]=2)[N:24]=[CH:23][CH:22]=1.C(=O)([O-])[O-].[Cs+].[Cs+]. Product: [CH3:5][C:6]1[CH:7]=[C:8]([O:19][C:21]2[C:30]3[C:25](=[CH:26][C:27]([O:33][CH3:34])=[C:28]([O:31][CH3:32])[CH:29]=3)[N:24]=[CH:23][CH:22]=2)[C:9]([C:13]2[N:14]=[CH:15][CH:16]=[CH:17][N:18]=2)=[N:10][C:11]=1[CH3:12]. The catalyst class is: 6. (2) Reactant: [CH3:1][O:2][C:3]1[CH:4]=[C:5]2[C:9](=[CH:10][CH:11]=1)[C:8](=[O:12])[CH:7]([CH2:13][C:14](=O)[N:15]1[CH2:19][CH2:18][CH2:17][CH2:16]1)[CH2:6]2.[H-].[H-].[H-].[H-].[Li+].[Al+3]. Product: [CH3:1][O:2][C:3]1[CH:4]=[C:5]2[C:9](=[CH:10][CH:11]=1)[CH:8]([OH:12])[CH:7]([CH2:13][CH2:14][N:15]1[CH2:19][CH2:18][CH2:17][CH2:16]1)[CH2:6]2. The catalyst class is: 266.